Dataset: Full USPTO retrosynthesis dataset with 1.9M reactions from patents (1976-2016). Task: Predict the reactants needed to synthesize the given product. (1) Given the product [ClH:1].[ClH:1].[ClH:1].[CH3:16][N:17]1[CH2:22][CH2:21][CH2:20][CH:19]([CH2:23][N:24]2[CH2:29][CH2:28][N:27]([C:2]3[N:3]=[N:4][C:5]([C:8]4[CH:13]=[CH:12][C:11]([C:14]#[N:15])=[CH:10][CH:9]=4)=[CH:6][CH:7]=3)[CH2:26][CH2:25]2)[CH2:18]1, predict the reactants needed to synthesize it. The reactants are: [Cl:1][C:2]1[N:3]=[N:4][C:5]([C:8]2[CH:13]=[CH:12][C:11]([C:14]#[N:15])=[CH:10][CH:9]=2)=[CH:6][CH:7]=1.[CH3:16][N:17]1[CH2:22][CH2:21][CH2:20][CH:19]([CH2:23][N:24]2[CH2:29][CH2:28][NH:27][CH2:26][CH2:25]2)[CH2:18]1. (2) Given the product [NH2:1][C@@H:2]([C@H:8]([OH:12])[CH:9]([CH3:11])[CH3:10])[C:3]([OH:5])=[O:4], predict the reactants needed to synthesize it. The reactants are: [NH2:1][C@@H:2]([C@H:8]([OH:12])[CH:9]([CH3:11])[CH3:10])[C:3]([O:5]CC)=[O:4]. (3) Given the product [CH2:35]([O:6][C@H:5]1[C@@H:7]([OH:8])[C@@H:9]([CH2:11][OH:12])[O:10][C@@H:2]([S:1][C:13]2[CH:14]=[CH:15][CH:16]=[CH:17][CH:18]=2)[C@@H:3]1[OH:4])[C:32]1[CH:33]=[CH:34][CH:29]=[CH:30][CH:31]=1, predict the reactants needed to synthesize it. The reactants are: [S:1]([C:13]1[CH:18]=[CH:17][CH:16]=[CH:15][CH:14]=1)[C@@H:2]1[O:10][C@H:9]([CH2:11][OH:12])[C@H:7]([OH:8])[C@H:5]([OH:6])[C@H:3]1[OH:4].C([Sn](=O)CCCC)CCC.[CH:29]1[CH:34]=[CH:33][C:32]([CH2:35]Br)=[CH:31][CH:30]=1. (4) Given the product [C:22]([C:21]1[CH:24]=[C:17]([NH:16][C:13]([C:11]2[S:10][C:8]3=[N:9][C:4]([CH:1]([CH3:2])[CH3:3])=[CH:5][CH:6]=[C:7]3[CH:12]=2)=[O:15])[CH:18]=[CH:19][C:20]=1[O:25][CH2:26][C:27]([CH3:29])([CH3:28])[CH3:30])#[N:23], predict the reactants needed to synthesize it. The reactants are: [CH:1]([C:4]1[N:9]=[C:8]2[S:10][C:11]([C:13]([OH:15])=O)=[CH:12][C:7]2=[CH:6][CH:5]=1)([CH3:3])[CH3:2].[NH2:16][C:17]1[CH:18]=[CH:19][C:20]([O:25][CH2:26][C:27]([CH3:30])([CH3:29])[CH3:28])=[C:21]([CH:24]=1)[C:22]#[N:23]. (5) Given the product [Cl:4][C:5]1[N:10]=[C:9]([Cl:11])[CH:8]=[C:7]([O:16][CH3:14])[N:6]=1, predict the reactants needed to synthesize it. The reactants are: C[O-].[Na+].[Cl:4][C:5]1[N:10]=[C:9]([Cl:11])[CH:8]=[C:7](Cl)[N:6]=1.O.[C:14](OCC)(=[O:16])C.